This data is from Forward reaction prediction with 1.9M reactions from USPTO patents (1976-2016). The task is: Predict the product of the given reaction. (1) Given the reactants Br[C:2]1[CH:7]=[CH:6][CH:5]=[C:4]([Br:8])[CH:3]=1.[F:9][C:10]1[CH:20]=[CH:19][C:13]([O:14][CH:15]2[CH2:18][NH:17][CH2:16]2)=[CH:12][CH:11]=1.C1(C)C=CC=CC=1.C(=O)([O-])[O-].[Cs+].[Cs+].C1C=CC(P(C2C(C3C(P(C4C=CC=CC=4)C4C=CC=CC=4)=CC=C4C=3C=CC=C4)=C3C(C=CC=C3)=CC=2)C2C=CC=CC=2)=CC=1, predict the reaction product. The product is: [Br:8][C:4]1[CH:3]=[C:2]([N:17]2[CH2:18][CH:15]([O:14][C:13]3[CH:12]=[CH:11][C:10]([F:9])=[CH:20][CH:19]=3)[CH2:16]2)[CH:7]=[CH:6][CH:5]=1. (2) Given the reactants [CH:1]([O:14][CH:15]1[CH2:20][CH2:19][N:18]([CH2:21][C:22]2[CH:23]=[CH:24][C:25](Cl)=[N:26][CH:27]=2)[CH2:17][CH2:16]1)([C:8]1[CH:13]=[CH:12][CH:11]=[CH:10][CH:9]=1)[C:2]1[CH:7]=[CH:6][CH:5]=[CH:4][CH:3]=1.[C:29](=[O:32])([O-])[O-:30].[K+].[K+].[CH2:35](O)[CH2:36][CH3:37], predict the reaction product. The product is: [CH:1]([O:14][CH:15]1[CH2:20][CH2:19][N:18]([CH2:21][C:22]2[CH:23]=[CH:24][C:25]([C:29]([O:30][CH2:35][CH2:36][CH3:37])=[O:32])=[N:26][CH:27]=2)[CH2:17][CH2:16]1)([C:8]1[CH:13]=[CH:12][CH:11]=[CH:10][CH:9]=1)[C:2]1[CH:7]=[CH:6][CH:5]=[CH:4][CH:3]=1. (3) Given the reactants [NH2:1][C:2]1[C:3]2[C:10]([C:11]3[CH:16]=[CH:15][CH:14]=[C:13]([O:17][CH2:18][CH:19]4[CH2:24][CH2:23][CH2:22][CH2:21][O:20]4)[CH:12]=3)=[CH:9][N:8]([C@@H:25]3[CH2:28][C@H:27]([CH:29]=O)[CH2:26]3)[C:4]=2[N:5]=[CH:6][N:7]=1.[NH:31]1[CH2:38][CH2:37][CH2:36][C@@H:32]1[C:33]([OH:35])=[O:34], predict the reaction product. The product is: [NH2:1][C:2]1[C:3]2[C:10]([C:11]3[CH:16]=[CH:15][CH:14]=[C:13]([O:17][CH2:18][CH:19]4[CH2:24][CH2:23][CH2:22][CH2:21][O:20]4)[CH:12]=3)=[CH:9][N:8]([C@@H:25]3[CH2:28][C@H:27]([CH2:29][N:31]4[CH2:38][CH2:37][CH2:36][CH:32]4[C:33]([OH:35])=[O:34])[CH2:26]3)[C:4]=2[N:5]=[CH:6][N:7]=1. (4) The product is: [Br:1][C:2]1[CH:3]=[CH:4][C:5]([C:8]([CH3:12])([CH3:11])[C:9]([NH2:10])=[O:15])=[CH:6][CH:7]=1. Given the reactants [Br:1][C:2]1[CH:7]=[CH:6][C:5]([C:8]([CH3:12])([CH3:11])[C:9]#[N:10])=[CH:4][CH:3]=1.C[Si](C)(C)[O-:15].[K+].O, predict the reaction product. (5) The product is: [C:1]([O:5][C:6]([N:8]1[CH2:12][CH2:11][C@@H:10]([N:13]([C:25]([O:27][CH2:28][C:29]2[CH:34]=[CH:33][CH:32]=[CH:31][CH:30]=2)=[O:26])[C:14]2[CH:19]=[CH:18][C:17]([NH:20][C:25]([O:27][CH2:28][C:29]3[CH:34]=[CH:33][CH:32]=[CH:31][CH:30]=3)=[O:26])=[CH:16][C:15]=2[F:23])[CH2:9]1)=[O:7])([CH3:4])([CH3:3])[CH3:2]. Given the reactants [C:1]([O:5][C:6]([N:8]1[CH2:12][CH2:11][C@@H:10]([NH:13][C:14]2[CH:19]=[CH:18][C:17]([N+:20]([O-])=O)=[CH:16][C:15]=2[F:23])[CH2:9]1)=[O:7])([CH3:4])([CH3:3])[CH3:2].Cl[C:25]([O:27][CH2:28][C:29]1[CH:34]=[CH:33][CH:32]=[CH:31][CH:30]=1)=[O:26], predict the reaction product. (6) The product is: [NH2:14][C:11]1[N:12]=[CH:13][C:8]([C:5]2[CH:4]=[CH:3][C:2]([NH:1][C:33]([NH:32][C:30]3[O:29][N:28]=[C:27]([C:23]([CH3:26])([CH3:25])[CH3:24])[CH:31]=3)=[O:34])=[CH:7][CH:6]=2)=[CH:9][CH:10]=1. Given the reactants [NH2:1][C:2]1[CH:7]=[CH:6][C:5]([C:8]2[CH:9]=[CH:10][C:11]([NH:14]CCN3CCOCC3)=[N:12][CH:13]=2)=[CH:4][CH:3]=1.[C:23]([C:27]1[CH:31]=[C:30]([NH:32][C:33](=O)[O:34]C2C=CC=CC=2)[O:29][N:28]=1)([CH3:26])([CH3:25])[CH3:24].FC(F)(F)C1(C2ON=C(NC(=O)OC3C=CC=CC=3)C=2)CC1, predict the reaction product.